This data is from NCI-60 drug combinations with 297,098 pairs across 59 cell lines. The task is: Regression. Given two drug SMILES strings and cell line genomic features, predict the synergy score measuring deviation from expected non-interaction effect. (1) Drug 1: CC1C(C(CC(O1)OC2CC(CC3=C2C(=C4C(=C3O)C(=O)C5=C(C4=O)C(=CC=C5)OC)O)(C(=O)CO)O)N)O.Cl. Drug 2: C1=CC(=C2C(=C1NCCNCCO)C(=O)C3=C(C=CC(=C3C2=O)O)O)NCCNCCO. Cell line: MDA-MB-435. Synergy scores: CSS=34.4, Synergy_ZIP=-2.96, Synergy_Bliss=-2.36, Synergy_Loewe=-7.96, Synergy_HSA=-0.814. (2) Synergy scores: CSS=-3.78, Synergy_ZIP=4.59, Synergy_Bliss=7.17, Synergy_Loewe=-5.32, Synergy_HSA=-1.41. Drug 1: CC1=C2C(C(=O)C3(C(CC4C(C3C(C(C2(C)C)(CC1OC(=O)C(C(C5=CC=CC=C5)NC(=O)C6=CC=CC=C6)O)O)OC(=O)C7=CC=CC=C7)(CO4)OC(=O)C)O)C)OC(=O)C. Drug 2: C(CN)CNCCSP(=O)(O)O. Cell line: NCI/ADR-RES. (3) Drug 1: C1CC(=O)NC(=O)C1N2CC3=C(C2=O)C=CC=C3N. Drug 2: C1=CC(=CC=C1CCC2=CNC3=C2C(=O)NC(=N3)N)C(=O)NC(CCC(=O)O)C(=O)O. Cell line: OVCAR-5. Synergy scores: CSS=20.3, Synergy_ZIP=-6.98, Synergy_Bliss=-0.222, Synergy_Loewe=-3.97, Synergy_HSA=2.89. (4) Drug 1: C1=CC(=CC=C1CCCC(=O)O)N(CCCl)CCCl. Drug 2: CC1=C(C=C(C=C1)C(=O)NC2=CC(=CC(=C2)C(F)(F)F)N3C=C(N=C3)C)NC4=NC=CC(=N4)C5=CN=CC=C5. Cell line: TK-10. Synergy scores: CSS=8.85, Synergy_ZIP=-5.23, Synergy_Bliss=-5.93, Synergy_Loewe=-5.96, Synergy_HSA=-5.52. (5) Drug 1: CC1=C(C=C(C=C1)NC(=O)C2=CC=C(C=C2)CN3CCN(CC3)C)NC4=NC=CC(=N4)C5=CN=CC=C5. Drug 2: C1=NNC2=C1C(=O)NC=N2. Cell line: SF-539. Synergy scores: CSS=10.7, Synergy_ZIP=-0.868, Synergy_Bliss=4.47, Synergy_Loewe=0.833, Synergy_HSA=3.52. (6) Drug 1: C1CC(=O)NC(=O)C1N2CC3=C(C2=O)C=CC=C3N. Drug 2: C1=CN(C(=O)N=C1N)C2C(C(C(O2)CO)O)O.Cl. Cell line: SNB-19. Synergy scores: CSS=26.2, Synergy_ZIP=-0.956, Synergy_Bliss=1.63, Synergy_Loewe=-21.0, Synergy_HSA=3.53. (7) Drug 1: C1=CC(=CC=C1CC(C(=O)O)N)N(CCCl)CCCl.Cl. Drug 2: CC(C1=C(C=CC(=C1Cl)F)Cl)OC2=C(N=CC(=C2)C3=CN(N=C3)C4CCNCC4)N. Cell line: OVCAR-8. Synergy scores: CSS=7.62, Synergy_ZIP=-3.18, Synergy_Bliss=3.35, Synergy_Loewe=0.149, Synergy_HSA=1.02. (8) Drug 1: C1=C(C(=O)NC(=O)N1)N(CCCl)CCCl. Drug 2: COC1=C2C(=CC3=C1OC=C3)C=CC(=O)O2. Cell line: UACC62. Synergy scores: CSS=32.9, Synergy_ZIP=-5.51, Synergy_Bliss=0.455, Synergy_Loewe=-2.01, Synergy_HSA=0.577. (9) Drug 1: C(=O)(N)NO. Drug 2: COCCOC1=C(C=C2C(=C1)C(=NC=N2)NC3=CC=CC(=C3)C#C)OCCOC.Cl. Cell line: ACHN. Synergy scores: CSS=24.1, Synergy_ZIP=-4.00, Synergy_Bliss=-1.49, Synergy_Loewe=-7.53, Synergy_HSA=1.94. (10) Drug 1: CC12CCC(CC1=CCC3C2CCC4(C3CC=C4C5=CN=CC=C5)C)O. Drug 2: CCC1(CC2CC(C3=C(CCN(C2)C1)C4=CC=CC=C4N3)(C5=C(C=C6C(=C5)C78CCN9C7C(C=CC9)(C(C(C8N6C=O)(C(=O)OC)O)OC(=O)C)CC)OC)C(=O)OC)O.OS(=O)(=O)O. Cell line: A549. Synergy scores: CSS=7.96, Synergy_ZIP=-1.22, Synergy_Bliss=-0.290, Synergy_Loewe=-4.16, Synergy_HSA=-2.58.